This data is from Full USPTO retrosynthesis dataset with 1.9M reactions from patents (1976-2016). The task is: Predict the reactants needed to synthesize the given product. (1) Given the product [C:22]([O:26][C:27]([N:29]1[CH2:30][CH:31]=[C:32]([C:15]2[N:14]=[C:13]([C:5]3[CH:4]=[C:3]([C:2]([F:21])([F:20])[F:1])[CH:8]=[C:7]([C:9]([F:12])([F:11])[F:10])[CH:6]=3)[CH:18]=[CH:17][N:16]=2)[CH2:33][CH2:34]1)=[O:28])([CH3:25])([CH3:23])[CH3:24], predict the reactants needed to synthesize it. The reactants are: [F:1][C:2]([F:21])([F:20])[C:3]1[CH:4]=[C:5]([C:13]2[CH:18]=[CH:17][N:16]=[C:15](Cl)[N:14]=2)[CH:6]=[C:7]([C:9]([F:12])([F:11])[F:10])[CH:8]=1.[C:22]([O:26][C:27]([N:29]1[CH2:34][CH:33]=[C:32](B2OC(C)(C)C(C)(C)O2)[CH2:31][CH2:30]1)=[O:28])([CH3:25])([CH3:24])[CH3:23].C([O-])([O-])=O.[Na+].[Na+]. (2) Given the product [C:28]([O:27][C:25]([N:22]1[CH2:23][CH2:24][CH:19]([C:16]2[CH:15]=[CH:14][C:13]([NH:12][C:9]3[N:8]=[C:7]([CH2:32][CH2:33][C:34]4[CH:39]=[CH:38][CH:37]=[CH:36][C:35]=4[CH2:40][C:41]([OH:43])=[O:42])[C:6]([O:5][CH3:4])=[CH:11][N:10]=3)=[CH:18][CH:17]=2)[CH2:20][CH2:21]1)=[O:26])([CH3:31])([CH3:30])[CH3:29], predict the reactants needed to synthesize it. The reactants are: O[Li].O.[CH3:4][O:5][C:6]1[C:7]([CH2:32][CH2:33][C:34]2[CH:39]=[CH:38][CH:37]=[CH:36][C:35]=2[CH2:40][C:41]([O:43]C)=[O:42])=[N:8][C:9]([NH:12][C:13]2[CH:18]=[CH:17][C:16]([CH:19]3[CH2:24][CH2:23][N:22]([C:25]([O:27][C:28]([CH3:31])([CH3:30])[CH3:29])=[O:26])[CH2:21][CH2:20]3)=[CH:15][CH:14]=2)=[N:10][CH:11]=1. (3) Given the product [F:3][B:2]([O:4][C:5]([C:7]1[C:16](=[O:17])[C:15]2[C:10](=[C:11]([CH3:26])[C:12]([F:19])=[C:13]([F:18])[CH:14]=2)[N:9]([CH:23]2[CH2:24][CH2:25]2)[CH:8]=1)=[O:6])[F:1], predict the reactants needed to synthesize it. The reactants are: [F:1][B:2]([O:4][C:5]([C:7]1[C:16](=[O:17])[C:15]2[C:10](=[C:11](OCF)[C:12]([F:19])=[C:13]([F:18])[CH:14]=2)[N:9]([CH:23]2[CH2:25][CH2:24]2)[CH:8]=1)=[O:6])[F:3].[CH:26]1(N2C3C(=CC(F)=C(F)C=3C)C(=O)C=C2C(O)=O)CC1. (4) Given the product [Br:7][C:16]1[C:17]([CH3:21])([CH3:22])[O:18][C:19]2[C:14]([C:15]=1[C:23]1[CH:24]=[CH:25][C:26]([F:29])=[CH:27][CH:28]=1)=[CH:13][CH:12]=[C:11]([Cl:10])[CH:20]=2, predict the reactants needed to synthesize it. The reactants are: C1C=C[NH+]=CC=1.[Br:7][Br-]Br.[Cl:10][C:11]1[CH:20]=[C:19]2[C:14]([C:15]([C:23]3[CH:28]=[CH:27][C:26]([F:29])=[CH:25][CH:24]=3)=[CH:16][C:17]([CH3:22])([CH3:21])[O:18]2)=[CH:13][CH:12]=1.S([O-])([O-])(=O)=S.[Na+].[Na+]. (5) Given the product [CH2:28]([N:3]([CH2:1][CH3:2])[C:4](=[O:27])[C:5]1[CH:10]=[CH:9][C:8]([C@@H:11]([C:18]2[CH:23]=[CH:22][CH:21]=[C:20]([N+:24]([O-:26])=[O:25])[CH:19]=2)[N:12]2[CH2:17][CH2:16][NH:15][CH2:14][CH2:13]2)=[CH:7][CH:6]=1)[CH3:29], predict the reactants needed to synthesize it. The reactants are: [CH2:1]([N:3]([CH2:28][CH3:29])[C:4](=[O:27])[C:5]1[CH:10]=[CH:9][C:8]([CH:11]([C:18]2[CH:23]=[CH:22][CH:21]=[C:20]([N+:24]([O-:26])=[O:25])[CH:19]=2)[N:12]2[CH2:17][CH2:16][NH:15][CH2:14][CH2:13]2)=[CH:7][CH:6]=1)[CH3:2].C1(C)C=CC(C([C@@](C(O)=O)(O)[C@@](C(C2C=CC(C)=CC=2)=O)(O)C(O)=O)=O)=CC=1.